This data is from Reaction yield outcomes from USPTO patents with 853,638 reactions. The task is: Predict the reaction yield, written as a fraction of the theoretical maximum amount of product (1.0 means a 100% yield; for example, 0.34 means a 34% yield). The reactants are [N:1]([CH2:4][C:5]([O:7]CC)=[O:6])=[C:2]=[O:3].[CH:10]1([N:16]2[C:21](=[O:22])[CH2:20][C:19](=[O:23])[N:18]([CH:24]3[CH2:28][CH2:27][CH2:26][CH2:25]3)[C:17]2=[O:29])[CH2:15][CH2:14][CH2:13][CH2:12][CH2:11]1.C(N(C(C)C)CC)(C)C. The catalyst is ClCCl. The product is [CH:10]1([N:16]2[C:21]([OH:22])=[C:20]([C:2]([NH:1][CH2:4][C:5]([OH:7])=[O:6])=[O:3])[C:19](=[O:23])[N:18]([CH:24]3[CH2:25][CH2:26][CH2:27][CH2:28]3)[C:17]2=[O:29])[CH2:11][CH2:12][CH2:13][CH2:14][CH2:15]1. The yield is 0.490.